This data is from NCI-60 drug combinations with 297,098 pairs across 59 cell lines. The task is: Regression. Given two drug SMILES strings and cell line genomic features, predict the synergy score measuring deviation from expected non-interaction effect. (1) Drug 1: CC1=C(C(CCC1)(C)C)C=CC(=CC=CC(=CC(=O)O)C)C. Drug 2: CCC(=C(C1=CC=CC=C1)C2=CC=C(C=C2)OCCN(C)C)C3=CC=CC=C3.C(C(=O)O)C(CC(=O)O)(C(=O)O)O. Cell line: A498. Synergy scores: CSS=1.24, Synergy_ZIP=-2.07, Synergy_Bliss=-2.94, Synergy_Loewe=-2.24, Synergy_HSA=-2.24. (2) Drug 1: CNC(=O)C1=CC=CC=C1SC2=CC3=C(C=C2)C(=NN3)C=CC4=CC=CC=N4. Drug 2: CC(C1=C(C=CC(=C1Cl)F)Cl)OC2=C(N=CC(=C2)C3=CN(N=C3)C4CCNCC4)N. Cell line: CCRF-CEM. Synergy scores: CSS=47.8, Synergy_ZIP=0.579, Synergy_Bliss=2.17, Synergy_Loewe=-11.0, Synergy_HSA=1.36. (3) Drug 1: CC1C(C(CC(O1)OC2CC(CC3=C2C(=C4C(=C3O)C(=O)C5=C(C4=O)C(=CC=C5)OC)O)(C(=O)C)O)N)O.Cl. Cell line: NCI-H322M. Synergy scores: CSS=1.82, Synergy_ZIP=2.11, Synergy_Bliss=5.27, Synergy_Loewe=-1.41, Synergy_HSA=1.73. Drug 2: CC(C)CN1C=NC2=C1C3=CC=CC=C3N=C2N. (4) Drug 1: CN(CCCl)CCCl.Cl. Drug 2: B(C(CC(C)C)NC(=O)C(CC1=CC=CC=C1)NC(=O)C2=NC=CN=C2)(O)O. Cell line: CAKI-1. Synergy scores: CSS=28.3, Synergy_ZIP=-8.12, Synergy_Bliss=-1.96, Synergy_Loewe=-12.5, Synergy_HSA=-1.02. (5) Drug 1: CCC(=C(C1=CC=CC=C1)C2=CC=C(C=C2)OCCN(C)C)C3=CC=CC=C3.C(C(=O)O)C(CC(=O)O)(C(=O)O)O. Drug 2: CCC1=C2CN3C(=CC4=C(C3=O)COC(=O)C4(CC)O)C2=NC5=C1C=C(C=C5)O. Cell line: SK-MEL-28. Synergy scores: CSS=13.1, Synergy_ZIP=-1.63, Synergy_Bliss=3.31, Synergy_Loewe=-15.0, Synergy_HSA=-2.39. (6) Drug 1: C1=NC2=C(N=C(N=C2N1C3C(C(C(O3)CO)O)O)F)N. Drug 2: CC(C)(C#N)C1=CC(=CC(=C1)CN2C=NC=N2)C(C)(C)C#N. Cell line: MDA-MB-435. Synergy scores: CSS=5.02, Synergy_ZIP=0.442, Synergy_Bliss=2.98, Synergy_Loewe=0.124, Synergy_HSA=0.0820. (7) Drug 1: CC1=C2C(C(=O)C3(C(CC4C(C3C(C(C2(C)C)(CC1OC(=O)C(C(C5=CC=CC=C5)NC(=O)OC(C)(C)C)O)O)OC(=O)C6=CC=CC=C6)(CO4)OC(=O)C)OC)C)OC. Drug 2: CNC(=O)C1=CC=CC=C1SC2=CC3=C(C=C2)C(=NN3)C=CC4=CC=CC=N4. Cell line: SF-268. Synergy scores: CSS=60.7, Synergy_ZIP=14.6, Synergy_Bliss=13.0, Synergy_Loewe=-1.88, Synergy_HSA=12.6. (8) Drug 1: CC(CN1CC(=O)NC(=O)C1)N2CC(=O)NC(=O)C2. Drug 2: CC1CCC2CC(C(=CC=CC=CC(CC(C(=O)C(C(C(=CC(C(=O)CC(OC(=O)C3CCCCN3C(=O)C(=O)C1(O2)O)C(C)CC4CCC(C(C4)OC)O)C)C)O)OC)C)C)C)OC. Cell line: CCRF-CEM. Synergy scores: CSS=72.0, Synergy_ZIP=0.384, Synergy_Bliss=0.516, Synergy_Loewe=3.27, Synergy_HSA=4.59.